Dataset: Reaction yield outcomes from USPTO patents with 853,638 reactions. Task: Predict the reaction yield, written as a fraction of the theoretical maximum amount of product (1.0 means a 100% yield; for example, 0.34 means a 34% yield). (1) The reactants are C([O:3][C:4](=O)[CH2:5][C:6]([C@@H:8]1[CH2:13][CH2:12][N:11]([C:14]([O:16][CH3:17])=[O:15])[C@@H:10]([C:18]2[CH:23]=[CH:22][C:21]([F:24])=[CH:20][CH:19]=2)[CH2:9]1)=[O:7])C.[OH-].[Na+].[NH2:28]O.Cl. The catalyst is CO.O. The product is [F:24][C:21]1[CH:22]=[CH:23][C:18]([C@H:10]2[CH2:9][C@H:8]([C:6]3[O:7][NH:28][C:4](=[O:3])[CH:5]=3)[CH2:13][CH2:12][N:11]2[C:14]([O:16][CH3:17])=[O:15])=[CH:19][CH:20]=1. The yield is 0.950. (2) The reactants are [CH2:1]([O:8][C@H:9]1[C@H:16]([OH:17])[C@@H:15]([CH2:18][O:19][S:20]([C:23]2[CH:28]=[CH:27][C:26]([CH3:29])=[CH:25][CH:24]=2)(=[O:22])=[O:21])[O:14][CH:11]([O:12][CH3:13])[CH2:10]1)[C:2]1[CH:7]=[CH:6][CH:5]=[CH:4][CH:3]=1.C(N(CC)CC)C.[C:37](Cl)(=[O:44])[C:38]1[CH:43]=[CH:42][CH:41]=[CH:40][CH:39]=1.O. The catalyst is C(Cl)Cl.CN(C)C1C=CN=CC=1. The product is [C:37]([O:17][C@@H:16]1[C@@H:15]([CH2:18][O:19][S:20]([C:23]2[CH:28]=[CH:27][C:26]([CH3:29])=[CH:25][CH:24]=2)(=[O:22])=[O:21])[O:14][CH:11]([O:12][CH3:13])[CH2:10][C@H:9]1[O:8][CH2:1][C:2]1[CH:3]=[CH:4][CH:5]=[CH:6][CH:7]=1)(=[O:44])[C:38]1[CH:43]=[CH:42][CH:41]=[CH:40][CH:39]=1. The yield is 0.990. (3) The reactants are C1(=O)OC(=[O:5])C=C1.OO.[Br:10][CH2:11][C:12]([C:21]1[CH:26]=[CH:25][C:24]([F:27])=[CH:23][C:22]=1[F:28])=[CH:13][C:14]1[CH:19]=[CH:18][CH:17]=[CH:16][C:15]=1[Cl:20]. The catalyst is C(O)(=O)C. The product is [Br:10][CH2:11][C:12]1([C:21]2[CH:26]=[CH:25][C:24]([F:27])=[CH:23][C:22]=2[F:28])[CH:13]([C:14]2[CH:19]=[CH:18][CH:17]=[CH:16][C:15]=2[Cl:20])[O:5]1. The yield is 0.400. (4) The reactants are [F:1][C:2]1[CH:7]=[CH:6][C:5]([C:8]2[C:9]3[N:10]([C:22]([CH:25]=O)=[CH:23][CH:24]=3)[N:11]=[C:12]([CH:19]([CH3:21])[CH3:20])[C:13]=2[C:14]([O:16][CH2:17][CH3:18])=[O:15])=[CH:4][CH:3]=1.Cl.[NH2:28]O.C([O-])=O.[Na+]. The catalyst is C(O)=O. The product is [C:25]([C:22]1[N:10]2[N:11]=[C:12]([CH:19]([CH3:20])[CH3:21])[C:13]([C:14]([O:16][CH2:17][CH3:18])=[O:15])=[C:8]([C:5]3[CH:4]=[CH:3][C:2]([F:1])=[CH:7][CH:6]=3)[C:9]2=[CH:24][CH:23]=1)#[N:28]. The yield is 0.726. (5) The reactants are [C:1]12([CH2:11][CH2:12][N:13]([CH2:27][CH2:28][CH2:29][CH2:30][CH3:31])[C:14]([NH:16][CH2:17][CH2:18][CH:19]([OH:26])[C:20]3[CH:25]=[CH:24][N:23]=[CH:22][CH:21]=3)=[O:15])[CH2:10][CH:5]3[CH2:6][CH:7]([CH2:9][CH:3]([CH2:4]3)[CH2:2]1)[CH2:8]2.C(OCC)(=O)C.S([O-])([O-])=O.[Na+].[Na+].C(=O)([O-])O.[Na+]. The catalyst is ClCCl.O. The product is [C:1]12([CH2:11][CH2:12][N:13]([CH2:27][CH2:28][CH2:29][CH2:30][CH3:31])[C:14]([NH:16][CH2:17][CH2:18][C:19](=[O:26])[C:20]3[CH:25]=[CH:24][N:23]=[CH:22][CH:21]=3)=[O:15])[CH2:8][CH:7]3[CH2:6][CH:5]([CH2:4][CH:3]([CH2:9]3)[CH2:2]1)[CH2:10]2. The yield is 0.878.